This data is from Catalyst prediction with 721,799 reactions and 888 catalyst types from USPTO. The task is: Predict which catalyst facilitates the given reaction. (1) Reactant: [CH3:1][C:2]1[CH:9]=[C:8]([OH:10])[C:7]([CH3:11])=[CH:6][C:3]=1[CH:4]=[O:5].N1C=CN=C1.Cl[Si:18]([CH:25]([CH3:27])[CH3:26])([CH:22]([CH3:24])[CH3:23])[CH:19]([CH3:21])[CH3:20]. Product: [CH3:1][C:2]1[CH:9]=[C:8]([O:10][Si:18]([CH:25]([CH3:27])[CH3:26])([CH:22]([CH3:24])[CH3:23])[CH:19]([CH3:21])[CH3:20])[C:7]([CH3:11])=[CH:6][C:3]=1[CH:4]=[O:5]. The catalyst class is: 3. (2) Reactant: [C:1]([OH:9])(=O)[C:2]1[CH:7]=[CH:6][N:5]=[CH:4][CH:3]=1.C1C=CC2N(O)N=NC=2C=1.CCN=C=NCCCN(C)C.CCN(CC)CC.[CH3:38][O:39][C:40]1[CH:49]=[C:48]([O:50][CH3:51])[CH:47]=[C:46]2[C:41]=1[C:42](=[O:64])[NH:43][C:44]([C:52]1[CH:57]=[CH:56][C:55]([N:58]3[CH2:63][CH2:62][NH:61][CH2:60][CH2:59]3)=[CH:54][CH:53]=1)=[N:45]2. Product: [C:1]([N:61]1[CH2:62][CH2:63][N:58]([C:55]2[CH:56]=[CH:57][C:52]([C:44]3[NH:43][C:42](=[O:64])[C:41]4[C:46](=[CH:47][C:48]([O:50][CH3:51])=[CH:49][C:40]=4[O:39][CH3:38])[N:45]=3)=[CH:53][CH:54]=2)[CH2:59][CH2:60]1)(=[O:9])[C:2]1[CH:3]=[CH:4][N:5]=[CH:6][CH:7]=1. The catalyst class is: 1.